Dataset: Full USPTO retrosynthesis dataset with 1.9M reactions from patents (1976-2016). Task: Predict the reactants needed to synthesize the given product. The reactants are: [Br-].[N:2]1[CH:7]=[CH:6][CH:5]=[CH:4][C:3]=1[Zn+].Br[C:10]1[CH:11]=[C:12]([N+:17]([O-:19])=[O:18])[CH:13]=[CH:14][C:15]=1[Cl:16]. Given the product [Cl:16][C:15]1[CH:14]=[CH:13][C:12]([N+:17]([O-:19])=[O:18])=[CH:11][C:10]=1[C:3]1[CH:4]=[CH:5][CH:6]=[CH:7][N:2]=1, predict the reactants needed to synthesize it.